This data is from Full USPTO retrosynthesis dataset with 1.9M reactions from patents (1976-2016). The task is: Predict the reactants needed to synthesize the given product. (1) Given the product [Cl:13][C:14]1[N:15]=[C:16]([NH:21][C:22]2[N:23]=[CH:24][N:25]([CH3:27])[CH:26]=2)[N:17]=[C:18]([NH:2][C@H:3]([C:5]2[CH:12]=[CH:11][C:8]([C:9]#[N:10])=[CH:7][CH:6]=2)[CH3:4])[N:19]=1, predict the reactants needed to synthesize it. The reactants are: Cl.[NH2:2][C@H:3]([C:5]1[CH:12]=[CH:11][C:8]([C:9]#[N:10])=[CH:7][CH:6]=1)[CH3:4].[Cl:13][C:14]1[N:19]=[C:18](Cl)[N:17]=[C:16]([NH:21][C:22]2[N:23]=[CH:24][N:25]([CH3:27])[CH:26]=2)[N:15]=1. (2) Given the product [C:1]([O:5][C:6]([N:8]1[CH2:14][CH2:13][C:12]2[CH:15]=[C:16]([N+:20]([O-:22])=[O:21])[C:17]([OH:19])=[CH:18][C:11]=2[CH2:10][CH2:9]1)=[O:7])([CH3:4])([CH3:2])[CH3:3], predict the reactants needed to synthesize it. The reactants are: [C:1]([O:5][C:6]([N:8]1[CH2:14][CH2:13][C:12]2[CH:15]=[CH:16][C:17]([OH:19])=[CH:18][C:11]=2[CH2:10][CH2:9]1)=[O:7])([CH3:4])([CH3:3])[CH3:2].[N+:20]([O-])([OH:22])=[O:21]. (3) The reactants are: [C:1]([C:5]1[CH:6]=[C:7]([C:15]2[N:19]([C:20]3[CH:21]=[N:22][C:23]([C:26](=[O:30])[N:27]([CH3:29])[CH3:28])=[CH:24][CH:25]=3)[N:18]=[C:17]([C:31]3[CH:40]=[CH:39][C:34]([C:35]([O:37]C)=[O:36])=[CH:33][CH:32]=3)[CH:16]=2)[CH:8]=[C:9]([C:11]([CH3:14])([CH3:13])[CH3:12])[CH:10]=1)([CH3:4])([CH3:3])[CH3:2].[Li+].[OH-].Cl. Given the product [C:1]([C:5]1[CH:6]=[C:7]([C:15]2[N:19]([C:20]3[CH:21]=[N:22][C:23]([C:26](=[O:30])[N:27]([CH3:28])[CH3:29])=[CH:24][CH:25]=3)[N:18]=[C:17]([C:31]3[CH:40]=[CH:39][C:34]([C:35]([OH:37])=[O:36])=[CH:33][CH:32]=3)[CH:16]=2)[CH:8]=[C:9]([C:11]([CH3:14])([CH3:13])[CH3:12])[CH:10]=1)([CH3:2])([CH3:3])[CH3:4], predict the reactants needed to synthesize it. (4) Given the product [F:16][C:2]([F:1])([C:6]1[CH:11]=[CH:10][C:9]([O:12][CH:13]([CH3:14])[CH3:15])=[CH:8][N:7]=1)[C:3]([OH:5])=[O:4], predict the reactants needed to synthesize it. The reactants are: [F:1][C:2]([F:16])([C:6]1[CH:11]=[CH:10][C:9]([O:12][CH:13]([CH3:15])[CH3:14])=[CH:8][N:7]=1)[C:3]([O-:5])=[O:4].O.[OH-].[Li+]. (5) Given the product [Br:1][C:2]1[CH:7]=[CH:6][C:5]([CH:8]([CH:11]2[CH2:13][CH2:12]2)[CH3:9])=[CH:4][CH:3]=1, predict the reactants needed to synthesize it. The reactants are: [Br:1][C:2]1[CH:7]=[CH:6][C:5]([C:8]([CH:11]2[CH2:13][CH2:12]2)(O)[CH3:9])=[CH:4][CH:3]=1.[SiH](CC)(CC)CC.C(O)(C(F)(F)F)=O. (6) Given the product [NH:1]1[C:9]2[C:4](=[CH:5][CH:6]=[C:7](/[CH:10]=[CH:11]/[C:12](=[O:17])[CH2:13][C:14](=[O:16])/[CH:15]=[CH:33]/[C:32]3[CH:35]=[CH:36][C:29]([O:28][CH2:27][CH2:26][N:23]4[CH2:24][CH2:25][O:20][CH2:21][CH2:22]4)=[CH:30][CH:31]=3)[CH:8]=2)[CH:3]=[CH:2]1, predict the reactants needed to synthesize it. The reactants are: [NH:1]1[C:9]2[C:4](=[CH:5][CH:6]=[C:7](/[CH:10]=[CH:11]/[C:12](=[O:17])[CH2:13][C:14](=[O:16])[CH3:15])[CH:8]=2)[CH:3]=[CH:2]1.[B]=O.[O:20]1[CH2:25][CH2:24][N:23]([CH2:26][CH2:27][O:28][C:29]2[CH:36]=[CH:35][C:32]([CH:33]=O)=[CH:31][CH:30]=2)[CH2:22][CH2:21]1.B(OCCCC)(OCCCC)OCCCC.N1CCCCC1.C([O-])([O-])=O.[K+].[K+].